This data is from Full USPTO retrosynthesis dataset with 1.9M reactions from patents (1976-2016). The task is: Predict the reactants needed to synthesize the given product. (1) Given the product [Cl:1][C:2]1[C:3]([NH:15][CH:16]2[CH2:26][CH2:25][C:19]3([CH2:24][CH2:23][N:22]([C:30](=[O:31])[CH2:29][C:27]#[N:28])[CH2:21][CH2:20]3)[CH2:18][CH2:17]2)=[N:4][C:5]([NH:8][C:9]2[CH:10]=[N:11][N:12]([CH3:14])[CH:13]=2)=[N:6][CH:7]=1, predict the reactants needed to synthesize it. The reactants are: [Cl:1][C:2]1[C:3]([NH:15][CH:16]2[CH2:26][CH2:25][C:19]3([CH2:24][CH2:23][NH:22][CH2:21][CH2:20]3)[CH2:18][CH2:17]2)=[N:4][C:5]([NH:8][C:9]2[CH:10]=[N:11][N:12]([CH3:14])[CH:13]=2)=[N:6][CH:7]=1.[C:27]([CH2:29][C:30](O)=[O:31])#[N:28].CCN(CC)CC.CN(C(ON1N=NC2C=CC=NC1=2)=[N+](C)C)C.F[P-](F)(F)(F)(F)F. (2) Given the product [OH:4][C:5]1[C:6]([C:16](=[O:18])[CH3:17])=[CH:7][C:8]([CH2:11][C:12]([CH3:13])([CH3:14])[CH3:15])=[N:9][CH:10]=1, predict the reactants needed to synthesize it. The reactants are: COC[O:4][C:5]1[C:6]([C:16](=[O:18])[CH3:17])=[CH:7][C:8]([CH2:11][C:12]([CH3:15])([CH3:14])[CH3:13])=[N:9][CH:10]=1.CC(O)C.C1COCC1. (3) The reactants are: Br[C:2]1[C:6]([C:7]2[N:8]=[C:9]([NH:12][C:13]3[N:18]=[C:17]([CH3:19])[CH:16]=[CH:15][N:14]=3)[S:10][CH:11]=2)=[CH:5][N:4]([CH2:20][C:21]2[CH:26]=[CH:25][C:24]([O:27][CH3:28])=[CH:23][CH:22]=2)[N:3]=1.[C:29]1(B(O)O)[CH:34]=[CH:33][CH:32]=[CH:31][CH:30]=1.C([O-])(O)=O.[Na+]. Given the product [CH3:28][O:27][C:24]1[CH:25]=[CH:26][C:21]([CH2:20][N:4]2[CH:5]=[C:6]([C:7]3[N:8]=[C:9]([NH:12][C:13]4[N:18]=[C:17]([CH3:19])[CH:16]=[CH:15][N:14]=4)[S:10][CH:11]=3)[C:2]([C:29]3[CH:34]=[CH:33][CH:32]=[CH:31][CH:30]=3)=[N:3]2)=[CH:22][CH:23]=1, predict the reactants needed to synthesize it.